Predict which catalyst facilitates the given reaction. From a dataset of Catalyst prediction with 721,799 reactions and 888 catalyst types from USPTO. (1) Reactant: [Cl:1][C:2]1[CH:15]=[CH:14][C:5]([O:6][C:7]2[CH:8]=[CH:9][C:10](I)=[N:11][CH:12]=2)=[CH:4][C:3]=1[C:16]([F:19])([F:18])[F:17].[C:20]([O:28][CH2:29][CH3:30])(=[O:27])[CH2:21][C:22]([O:24][CH2:25][CH3:26])=[O:23].N1C=CC=CC=1C(O)=O.C([O-])([O-])=O.[Cs+].[Cs+]. Product: [Cl:1][C:2]1[CH:15]=[CH:14][C:5]([O:6][C:7]2[CH:8]=[CH:9][C:10]([CH:21]([C:22]([O:24][CH2:25][CH3:26])=[O:23])[C:20]([O:28][CH2:29][CH3:30])=[O:27])=[N:11][CH:12]=2)=[CH:4][C:3]=1[C:16]([F:19])([F:18])[F:17]. The catalyst class is: 185. (2) Product: [C:24]1([CH2:23][O:22][C:20]([N:11]2[CH2:10][CH2:9][C:8]([CH:2]3[CH2:3][CH2:4][CH2:5][CH2:6][CH2:7]3)([C:14]([OH:16])=[O:15])[CH2:13][CH2:12]2)=[O:21])[CH:29]=[CH:28][CH:27]=[CH:26][CH:25]=1. The catalyst class is: 12. Reactant: Cl.[CH:2]1([C:8]2([C:14]([OH:16])=[O:15])[CH2:13][CH2:12][NH:11][CH2:10][CH2:9]2)[CH2:7][CH2:6][CH2:5][CH2:4][CH2:3]1.[OH-].[Na+].Cl[C:20]([O:22][CH2:23][C:24]1[CH:29]=[CH:28][CH:27]=[CH:26][CH:25]=1)=[O:21]. (3) The catalyst class is: 6. Reactant: [C:1](Cl)(=[O:3])[CH3:2].[N:5]1[CH:10]=[CH:9][CH:8]=[CH:7][C:6]=1[S:11][CH2:12][CH2:13][CH2:14][S:15]([NH:18][C:19](=[O:50])[CH2:20][C@H:21]1[O:27][C@H:26]([C:28]2[CH:33]=[CH:32][CH:31]=[C:30]([O:34][CH3:35])[C:29]=2[O:36][CH3:37])[C:25]2[CH:38]=[C:39]([Cl:42])[CH:40]=[CH:41][C:24]=2[N:23]([CH2:43][C:44]([CH3:48])([CH3:47])[CH2:45][OH:46])[C:22]1=[O:49])(=[O:17])=[O:16].N1C=CC=CC=1.C(OCC)(=O)C. Product: [N:5]1[CH:10]=[CH:9][CH:8]=[CH:7][C:6]=1[S:11][CH2:12][CH2:13][CH2:14][S:15]([NH:18][C:19](=[O:50])[CH2:20][C@H:21]1[O:27][C@H:26]([C:28]2[CH:33]=[CH:32][CH:31]=[C:30]([O:34][CH3:35])[C:29]=2[O:36][CH3:37])[C:25]2[CH:38]=[C:39]([Cl:42])[CH:40]=[CH:41][C:24]=2[N:23]([CH2:43][C:44]([CH3:48])([CH3:47])[CH2:45][O:46][C:1](=[O:3])[CH3:2])[C:22]1=[O:49])(=[O:17])=[O:16]. (4) Reactant: [C:1]([C:3]1[C:4]([C:23]2[N:27]=[CH:26][NH:25][N:24]=2)=[C:5]([NH:8][C:9](=[O:22])[CH2:10][N:11]2[C:20]3[C:15](=[N:16][CH:17]=[CH:18][CH:19]=3)[CH2:14][CH2:13][C:12]2=[O:21])[S:6][CH:7]=1)#[N:2].[Si](C=[N+]=[N-])(C)(C)[CH3:29]. Product: [C:1]([C:3]1[C:4]([C:23]2[N:27]=[CH:26][N:25]([CH3:29])[N:24]=2)=[C:5]([NH:8][C:9](=[O:22])[CH2:10][N:11]2[C:20]3[C:15](=[N:16][CH:17]=[CH:18][CH:19]=3)[CH2:14][CH2:13][C:12]2=[O:21])[S:6][CH:7]=1)#[N:2]. The catalyst class is: 100.